Dataset: Peptide-MHC class II binding affinity with 134,281 pairs from IEDB. Task: Regression. Given a peptide amino acid sequence and an MHC pseudo amino acid sequence, predict their binding affinity value. This is MHC class II binding data. The peptide sequence is MYLGTCKTLTPLMSS. The MHC is HLA-DQA10201-DQB10202 with pseudo-sequence HLA-DQA10201-DQB10202. The binding affinity (normalized) is 0.208.